Dataset: Peptide-MHC class I binding affinity with 185,985 pairs from IEDB/IMGT. Task: Regression. Given a peptide amino acid sequence and an MHC pseudo amino acid sequence, predict their binding affinity value. This is MHC class I binding data. (1) The peptide sequence is QTPTKLMNK. The MHC is HLA-A68:01 with pseudo-sequence HLA-A68:01. The binding affinity (normalized) is 0.521. (2) The peptide sequence is YVRTNGTSK. The MHC is HLA-B58:01 with pseudo-sequence HLA-B58:01. The binding affinity (normalized) is 0.0847.